From a dataset of Full USPTO retrosynthesis dataset with 1.9M reactions from patents (1976-2016). Predict the reactants needed to synthesize the given product. (1) The reactants are: [CH3:1][O:2][C:3](=[O:12])[C:4]1[CH:9]=[C:8]([Cl:10])[CH:7]=[CH:6][C:5]=1[NH2:11].[N+:13]([C:16]1[CH:17]=[C:18]([CH:21]=[CH:22][CH:23]=1)[CH:19]=O)([O-:15])=[O:14]. Given the product [CH3:1][O:2][C:3](=[O:12])[C:4]1[CH:9]=[C:8]([Cl:10])[CH:7]=[CH:6][C:5]=1[N:11]=[CH:19][C:18]1[CH:21]=[CH:22][CH:23]=[C:16]([N+:13]([O-:15])=[O:14])[CH:17]=1, predict the reactants needed to synthesize it. (2) The reactants are: [N+:1]([C:4]1[CH:5]=[C:6]([C:9]([O:11][CH2:12][CH3:13])=[O:10])[NH:7][CH:8]=1)([O-:3])=[O:2].[H-].[Na+].[CH:16](I)([CH3:18])[CH3:17]. Given the product [CH:16]([N:7]1[CH:8]=[C:4]([N+:1]([O-:3])=[O:2])[CH:5]=[C:6]1[C:9]([O:11][CH2:12][CH3:13])=[O:10])([CH3:18])[CH3:17], predict the reactants needed to synthesize it. (3) Given the product [CH2:34]([C:31](=[CH:48][CH2:21][C:4]1[C:5]([O:14][CH2:15][CH2:16][Si:17]([CH3:20])([CH3:18])[CH3:19])=[C:6]2[C:10](=[C:11]([CH3:12])[C:3]=1[O:2][CH3:1])[CH2:9][O:8][C:7]2=[O:13])[CH:32]=[O:33])[CH3:35], predict the reactants needed to synthesize it. The reactants are: [CH3:1][O:2][C:3]1[C:11]([CH3:12])=[C:10]2[C:6]([C:7](=[O:13])[O:8][CH2:9]2)=[C:5]([O:14][CH2:15][CH2:16][Si:17]([CH3:20])([CH3:19])[CH3:18])[C:4]=1[CH2:21]C=O.C1(P(C2C=CC=CC=2)(C2C=CC=CC=2)=[C:31]([CH2:34][CH3:35])[CH:32]=[O:33])C=CC=CC=1.[C:48]1(C)C=CC=CC=1. (4) The reactants are: [CH3:1][C:2]1[C:3]([CH:8]2[CH2:13][CH2:12][CH2:11][CH:10]([C:14]3[C:19]([CH3:20])=[CH:18][CH:17]=[CH:16][N:15]=3)[N:9]2[CH2:21][C:22]2[CH:27]=[CH:26][CH:25]=[CH:24][C:23]=2[N+:28]([O-])=O)=[N:4][CH:5]=[CH:6][CH:7]=1. Given the product [CH3:20][C:19]1[C:14]([CH:10]2[CH2:11][CH2:12][CH2:13][CH:8]([C:3]3[C:2]([CH3:1])=[CH:7][CH:6]=[CH:5][N:4]=3)[N:9]2[CH2:21][C:22]2[CH:27]=[CH:26][CH:25]=[CH:24][C:23]=2[NH2:28])=[N:15][CH:16]=[CH:17][CH:18]=1, predict the reactants needed to synthesize it. (5) Given the product [CH3:1][O:2][C:3](=[O:10])[CH2:4][CH:5]([CH3:9])[C:6]([Cl:19])=[O:7], predict the reactants needed to synthesize it. The reactants are: [CH3:1][O:2][C:3](=[O:10])[CH2:4][CH:5]([CH3:9])[C:6](O)=[O:7].CN(C=O)C.C(Cl)(=O)C([Cl:19])=O. (6) Given the product [CH3:17][N:18]1[C:26]2[C:21](=[CH:22][C:23]([C:27]([OH:29])=[O:28])=[CH:24][CH:25]=2)[CH:20]=[CH:19]1, predict the reactants needed to synthesize it. The reactants are: N1C2C(=CC(C(O)=O)=CC=2)C=C1.[H-].[Na+].IC.[CH3:17][N:18]1[C:26]2[C:21](=[CH:22][C:23]([C:27]([O:29]C)=[O:28])=[CH:24][CH:25]=2)[CH:20]=[CH:19]1.[OH-].[Na+]. (7) Given the product [Cl-:21].[CH3:1][O:2][C:3]1[CH:4]=[C:5]2[C:10](=[CH:11][C:12]=1[O:13][CH3:14])[CH:9]=[NH+:8][C:7]([C:15]1[CH:20]=[CH:19][CH:18]=[CH:17][CH:16]=1)=[CH:6]2, predict the reactants needed to synthesize it. The reactants are: [CH3:1][O:2][C:3]1[CH:4]=[C:5]2[C:10](=[CH:11][C:12]=1[O:13][CH3:14])[CH:9]=[N:8][C:7]([C:15]1[CH:20]=[CH:19][CH:18]=[CH:17][CH:16]=1)=[CH:6]2.[ClH:21]. (8) Given the product [CH2:30]([C:35]1[S:36][C:13]2[C:16]3[C:21](=[CH:20][C:19]([CH:24]=[O:25])=[CH:18][CH:17]=3)[CH2:22][CH2:23][C:12]=2[N:39]=1)[CH2:31][CH2:32][CH2:33][CH3:34], predict the reactants needed to synthesize it. The reactants are: C(C1C=CC(C2ON=[C:13]3[C:16]4[C:21]([CH2:22][CH2:23][C:12]=23)=[CH:20][C:19]([CH:24]=[O:25])=[CH:18][CH:17]=4)=CC=1C(F)(F)F)C(C)C.[CH2:30]([C:35]1[S:36]C2C3C(=CC(C=C)=CC=3)CCC=2[N:39]=1)[CH2:31][CH2:32][CH2:33][CH3:34].